Dataset: Reaction yield outcomes from USPTO patents with 853,638 reactions. Task: Predict the reaction yield, written as a fraction of the theoretical maximum amount of product (1.0 means a 100% yield; for example, 0.34 means a 34% yield). (1) The reactants are [CH3:1][C@@H:2]1[CH2:6][C@@H:5]([O:7]S(C2C=CC(C)=CC=2)(=O)=O)[CH2:4][N:3]1[C:18]([O:20][C:21]([CH3:24])([CH3:23])[CH3:22])=[O:19].[OH2:25].[C:26]1([CH3:32])C=CC=CC=1. No catalyst specified. The product is [C:26]([O:7][C@@H:5]1[CH2:4][N:3]([C:18]([O:20][C:21]([CH3:22])([CH3:23])[CH3:24])=[O:19])[C@H:2]([CH3:1])[CH2:6]1)(=[O:25])[CH3:32]. The yield is 0.990. (2) The reactants are [Br:1][C:2]1[CH:3]=[CH:4][C:5]([I:11])=[C:6]([CH:10]=1)[C:7]([OH:9])=O.CCN=C=NCCCN(C)C.Cl.O.ON1C2C=CC=CC=2N=N1.[C:35]([O:39][C:40](=[O:49])[C:41]1[CH:46]=[CH:45][C:44]([CH2:47][NH2:48])=[CH:43][CH:42]=1)([CH3:38])([CH3:37])[CH3:36].C(=O)(O)[O-].[Na+]. The catalyst is CN(C)C=O.O. The product is [C:35]([O:39][C:40](=[O:49])[C:41]1[CH:42]=[CH:43][C:44]([CH2:47][NH:48][C:7](=[O:9])[C:6]2[CH:10]=[C:2]([Br:1])[CH:3]=[CH:4][C:5]=2[I:11])=[CH:45][CH:46]=1)([CH3:38])([CH3:36])[CH3:37]. The yield is 0.798. (3) The reactants are [CH3:1][C:2]1([CH3:36])[CH2:7][CH2:6][C:5]([C:8]2[CH:13]=[C:12]([C:14]([N:17]3[CH2:22][CH2:21][N:20]([CH2:23][CH2:24][OH:25])[CH2:19][CH2:18]3)([CH3:16])[CH3:15])[CH:11]=[CH:10][C:9]=2[NH:26][C:27]([C:29]2[NH:30][CH:31]=[C:32]([C:34]#[N:35])[N:33]=2)=[O:28])=[CH:4][CH2:3]1.[ClH:37].CCOCC.C(OCC)C. The catalyst is CCO. The product is [ClH:37].[CH3:1][C:2]1([CH3:36])[CH2:7][CH2:6][C:5]([C:8]2[CH:13]=[C:12]([C:14]([N:17]3[CH2:22][CH2:21][N:20]([CH2:23][CH2:24][OH:25])[CH2:19][CH2:18]3)([CH3:15])[CH3:16])[CH:11]=[CH:10][C:9]=2[NH:26][C:27]([C:29]2[NH:30][CH:31]=[C:32]([C:34]#[N:35])[N:33]=2)=[O:28])=[CH:4][CH2:3]1. The yield is 0.530. (4) The reactants are [Cl:1][C:2]1[CH:3]=[C:4]([CH:7]=[C:8](Cl)[CH:9]=1)[C:5]#[N:6].[CH3:11][O-:12].[Na+].Cl. The catalyst is CN(C=O)C. The product is [Cl:1][C:2]1[CH:9]=[C:8]([O:12][CH3:11])[CH:7]=[C:4]([CH:3]=1)[C:5]#[N:6]. The yield is 0.860.